Dataset: Full USPTO retrosynthesis dataset with 1.9M reactions from patents (1976-2016). Task: Predict the reactants needed to synthesize the given product. Given the product [N:15]1([CH2:14][CH2:13][N:10]2[C:11]3[C:7](=[CH:6][CH:5]=[C:4]([NH2:1])[CH:12]=3)[CH:8]=[N:9]2)[CH2:19][CH2:18][CH2:17][CH2:16]1, predict the reactants needed to synthesize it. The reactants are: [N+:1]([C:4]1[CH:12]=[C:11]2[C:7]([CH:8]=[N:9][N:10]2[CH2:13][CH2:14][N:15]2[CH2:19][CH2:18][CH2:17][CH2:16]2)=[CH:6][CH:5]=1)([O-])=O.[Cl-].[NH4+].